Task: Predict the reaction yield, written as a fraction of the theoretical maximum amount of product (1.0 means a 100% yield; for example, 0.34 means a 34% yield).. Dataset: Reaction yield outcomes from USPTO patents with 853,638 reactions (1) The reactants are [C:1]1([C:7]([N:9]=[C:10]=[S:11])=[O:8])[CH:6]=[CH:5][CH:4]=[CH:3][CH:2]=1.[CH3:12][O:13][C:14]1[CH:15]=[C:16]2[C:21](=[CH:22][C:23]=1[O:24][CH3:25])[N:20]=[CH:19][CH:18]=[C:17]2[O:26][C:27]1[CH:33]=[CH:32][C:30]([NH2:31])=[CH:29][C:28]=1[CH3:34].C1(C)C=CC=CC=1. The catalyst is C(O)C. The product is [C:7]([NH:9][C:10]([NH:31][C:30]1[CH:32]=[CH:33][C:27]([O:26][C:17]2[C:16]3[C:21](=[CH:22][C:23]([O:24][CH3:25])=[C:14]([O:13][CH3:12])[CH:15]=3)[N:20]=[CH:19][CH:18]=2)=[C:28]([CH3:34])[CH:29]=1)=[S:11])(=[O:8])[C:1]1[CH:6]=[CH:5][CH:4]=[CH:3][CH:2]=1. The yield is 0.800. (2) The reactants are Cl.C([O:4][C:5](=[O:35])[CH2:6][CH:7]1[CH2:12][CH2:11][CH2:10][CH2:9][N:8]1[C:13]1[CH:18]=[C:17]([NH:19][CH2:20][CH2:21][C:22]2[CH:27]=[CH:26][C:25]([O:28][C:29]([F:32])([F:31])[F:30])=[CH:24][CH:23]=2)[N:16]=[C:15]([O:33][CH3:34])[N:14]=1)C.[OH-:36].[Na+].[OH2:38].[CH3:39]O. No catalyst specified. The product is [F:32][C:29]([F:30])([F:31])[C:39]([OH:38])=[O:36].[CH3:34][O:33][C:15]1[N:14]=[C:13]([N:8]2[CH2:9][CH2:10][CH2:11][CH2:12][CH:7]2[CH2:6][C:5]([OH:35])=[O:4])[CH:18]=[C:17]([NH:19][CH2:20][CH2:21][C:22]2[CH:23]=[CH:24][C:25]([O:28][C:29]([F:32])([F:30])[F:31])=[CH:26][CH:27]=2)[N:16]=1. The yield is 0.550. (3) The reactants are [F:1][C:2]1[CH:3]=[C:4]([NH:23]C(=O)C)[CH:5]=[CH:6][C:7]=1[O:8][C:9]1[CH:14]=[CH:13][N:12]=[C:11]([NH:15][C:16]2[CH:21]=[CH:20][C:19]([F:22])=[CH:18][CH:17]=2)[N:10]=1.Cl.CO. The catalyst is CCOC(C)=O. The product is [NH2:23][C:4]1[CH:5]=[CH:6][C:7]([O:8][C:9]2[CH:14]=[CH:13][N:12]=[C:11]([NH:15][C:16]3[CH:17]=[CH:18][C:19]([F:22])=[CH:20][CH:21]=3)[N:10]=2)=[C:2]([F:1])[CH:3]=1. The yield is 0.460. (4) The catalyst is CN(C=O)C. The reactants are [OH:1][NH:2][C:3](=O)[CH3:4].CC([O-])(C)C.[K+].[C:12]([NH:16][C:17](=[O:19])[OH:18])([CH3:15])([CH3:14])[CH3:13].[C:20]([NH:24][C:25](=[O:27])[OH:26])([CH3:23])([CH3:22])[CH3:21].[NH2:28][CH2:29][C:30]1[CH:37]=C[C:33](C#N)=[C:32](F)[CH:31]=1. The product is [C:12]([NH:16][C:17](=[O:18])[OH:19])([CH3:15])([CH3:14])[CH3:13].[C:20]([NH:24][C:25](=[O:26])[OH:27])([CH3:23])([CH3:22])[CH3:21].[NH2:28][CH2:29][C:30]1[CH:31]=[CH:32][C:33]2[O:1][N:2]=[C:3]([NH2:16])[C:4]=2[CH:37]=1. The yield is 0.640. (5) The reactants are [NH2:1][C:2]1[N:7]=[CH:6][N:5]=[C:4]2[N:8]([CH2:25][C@H:26]3[CH2:30][CH2:29][CH2:28][N:27]3[C:31](=[O:47])[C:32]([C:45]#[N:46])=[CH:33][C:34]3([NH:37]C(=O)OC(C)(C)C)[CH2:36][CH2:35]3)[N:9]=[C:10]([C:11]3[CH:16]=[CH:15][C:14]([O:17][C:18]4[CH:23]=[CH:22][CH:21]=[CH:20][CH:19]=4)=[CH:13][C:12]=3[F:24])[C:3]=12.C(O)(C(F)(F)F)=O. The catalyst is C(Cl)Cl. The product is [NH2:1][C:2]1[N:7]=[CH:6][N:5]=[C:4]2[N:8]([CH2:25][C@H:26]3[CH2:30][CH2:29][CH2:28][N:27]3[C:31]([C:32](=[CH:33][C:34]3([NH2:37])[CH2:36][CH2:35]3)[C:45]#[N:46])=[O:47])[N:9]=[C:10]([C:11]3[CH:16]=[CH:15][C:14]([O:17][C:18]4[CH:19]=[CH:20][CH:21]=[CH:22][CH:23]=4)=[CH:13][C:12]=3[F:24])[C:3]=12. The yield is 0.120.